Dataset: Catalyst prediction with 721,799 reactions and 888 catalyst types from USPTO. Task: Predict which catalyst facilitates the given reaction. (1) The catalyst class is: 10. Reactant: [CH3:1][N:2]1[CH2:6][CH2:5][N:4]([CH3:7])[C:3]1(Cl)[Cl:8].[CH3:10][O:11][S:12]([O-:15])(=[O:14])=[O:13].[Na+]. Product: [CH3:10][O:11][S:12]([O-:15])(=[O:14])=[O:13].[CH3:1][NH+:2]1[CH2:6][CH2:5][N:4]([CH3:7])[CH:3]1[Cl:8]. (2) Product: [NH2:1][C:2]1[N:7]=[C:6]([NH:8][C:9]([C:11]2[CH:12]=[N:13][C:14]([Cl:17])=[CH:15][CH:16]=2)=[O:10])[C:5]([NH2:18])=[C:4]([C:21]2[O:22][CH:23]=[CH:24][CH:25]=2)[N:3]=1. The catalyst class is: 579. Reactant: [NH2:1][C:2]1[N:7]=[C:6]([NH:8][C:9]([C:11]2[CH:12]=[N:13][C:14]([Cl:17])=[CH:15][CH:16]=2)=[O:10])[C:5]([N+:18]([O-])=O)=[C:4]([C:21]2[O:22][CH:23]=[CH:24][CH:25]=2)[N:3]=1. (3) Reactant: [F:1][C:2]1[CH:7]=[C:6]([O:8][CH2:9][C:10]2[CH:15]=[CH:14][C:13]([CH:16]([S:20]([C:23]3[S:24][CH:25]=[C:26]([C:28]4[CH:33]=[CH:32][CH:31]=[CH:30][CH:29]=4)[N:27]=3)(=[O:22])=[O:21])[CH2:17][CH2:18][CH3:19])=[CH:12][CH:11]=2)[CH:5]=[CH:4][C:3]=1[CH2:34][CH2:35][C:36]([O:38]CC)=[O:37].[OH-].[Na+].O.C(O)(=O)CC(CC(O)=O)(C(O)=O)O. Product: [F:1][C:2]1[CH:7]=[C:6]([O:8][CH2:9][C:10]2[CH:11]=[CH:12][C:13]([CH:16]([S:20]([C:23]3[S:24][CH:25]=[C:26]([C:28]4[CH:29]=[CH:30][CH:31]=[CH:32][CH:33]=4)[N:27]=3)(=[O:22])=[O:21])[CH2:17][CH2:18][CH3:19])=[CH:14][CH:15]=2)[CH:5]=[CH:4][C:3]=1[CH2:34][CH2:35][C:36]([OH:38])=[O:37]. The catalyst class is: 199.